This data is from Reaction yield outcomes from USPTO patents with 853,638 reactions. The task is: Predict the reaction yield, written as a fraction of the theoretical maximum amount of product (1.0 means a 100% yield; for example, 0.34 means a 34% yield). (1) The reactants are [NH:1]1[CH2:6][CH2:5][CH:4]([CH2:7][O:8][C:9]2[CH:18]=[CH:17][CH:16]=[C:15]3[C:10]=2[C:11]([NH2:20])=[N:12][C:13]([NH2:19])=[N:14]3)[CH2:3][CH2:2]1.CN1CCOCC1.[F:28][C:29]1[CH:30]=[C:31]([CH:34]=[CH:35][C:36]=1[F:37])[CH2:32]Br.C(O)C(N)(CO)CO. The catalyst is CN(C)C=O. The product is [F:28][C:29]1[CH:30]=[C:31]([CH:34]=[CH:35][C:36]=1[F:37])[CH2:32][N:1]1[CH2:6][CH2:5][CH:4]([CH2:7][O:8][C:9]2[CH:18]=[CH:17][CH:16]=[C:15]3[C:10]=2[C:11]([NH2:20])=[N:12][C:13]([NH2:19])=[N:14]3)[CH2:3][CH2:2]1. The yield is 0.420. (2) The reactants are [CH3:1][C:2]1[CH:7]=[C:6]([O:8][CH2:9][CH2:10][CH2:11][CH2:12][CH2:13][CH2:14][CH2:15][CH2:16][CH2:17][CH2:18][CH2:19][CH2:20][CH2:21][CH2:22][CH2:23][CH2:24][CH2:25][CH3:26])[CH:5]=[CH:4][C:3]=1[N+:27]([O-])=O.CO.Cl.C(=O)([O-])[O-].[K+].[K+]. The catalyst is [Fe].ClCCl.O.O1CCOCC1. The product is [CH3:1][C:2]1[CH:7]=[C:6]([O:8][CH2:9][CH2:10][CH2:11][CH2:12][CH2:13][CH2:14][CH2:15][CH2:16][CH2:17][CH2:18][CH2:19][CH2:20][CH2:21][CH2:22][CH2:23][CH2:24][CH2:25][CH3:26])[CH:5]=[CH:4][C:3]=1[NH2:27]. The yield is 0.820. (3) The reactants are Br[C:2]1[CH:3]=[C:4]([S:11]([NH:14][C:15]([CH3:18])([CH3:17])[CH3:16])(=[O:13])=[O:12])[CH:5]=[C:6]([N+:8]([O-:10])=[O:9])[CH:7]=1.[C:19]([C:21]1[CH:22]=[C:23]([CH:25]=[CH:26][CH:27]=1)[NH2:24])#[CH:20]. No catalyst specified. The product is [NH2:24][C:23]1[CH:22]=[C:21]([C:19]#[C:20][C:2]2[CH:3]=[C:4]([S:11]([NH:14][C:15]([CH3:18])([CH3:17])[CH3:16])(=[O:13])=[O:12])[CH:5]=[C:6]([N+:8]([O-:10])=[O:9])[CH:7]=2)[CH:27]=[CH:26][CH:25]=1. The yield is 0.320. (4) The reactants are [OH:1][C:2]1[CH:9]=[CH:8][C:5]([C:6]#[N:7])=[CH:4][CH:3]=1.[CH2:10]([O:12][C:13]1[CH:14]=[C:15]([CH:23](O)[C:24]([O:26][CH3:27])=[O:25])[CH:16]=[CH:17][C:18]=1[O:19][CH:20]([CH3:22])[CH3:21])[CH3:11].C1(P(C2C=CC=CC=2)C2C=CC=CC=2)C=CC=CC=1.CCOC(/N=N/C(OCC)=O)=O. The catalyst is C1COCC1. The product is [C:6]([C:5]1[CH:8]=[CH:9][C:2]([O:1][CH:23]([C:15]2[CH:16]=[CH:17][C:18]([O:19][CH:20]([CH3:22])[CH3:21])=[C:13]([O:12][CH2:10][CH3:11])[CH:14]=2)[C:24]([O:26][CH3:27])=[O:25])=[CH:3][CH:4]=1)#[N:7]. The yield is 0.500. (5) The reactants are [CH3:1][O:2][C:3]1[C:8]([C:9]([NH2:11])=[O:10])=[C:7]([CH3:12])[N:6]=[C:5]([O:13][CH3:14])[CH:4]=1.C([Li])CCC.CO[C:22]1C=[CH:28][C:25]([C:26]#N)=[CH:24][CH:23]=1.[CH2:30]1[CH2:34][O:33][CH2:32][CH2:31]1. No catalyst specified. The product is [CH3:14][O:13][C:5]1[CH:4]=[C:3]([O:2][CH3:1])[C:8]2[C:9](=[O:10])[NH:11][C:28]([C:25]3[CH:24]=[C:23]([CH3:22])[C:34]([O:33][CH3:32])=[C:30]([CH3:31])[CH:26]=3)=[CH:12][C:7]=2[N:6]=1. The yield is 0.120.